Dataset: Full USPTO retrosynthesis dataset with 1.9M reactions from patents (1976-2016). Task: Predict the reactants needed to synthesize the given product. (1) The reactants are: [C:1]([C:3]1[CH:11]=[C:10]2[C:6]([CH:7]=[CH:8][NH:9]2)=[CH:5][CH:4]=1)#[N:2].C[OH:13].OO.[OH-].[Na+]. Given the product [NH:9]1[C:10]2[C:6](=[CH:5][CH:4]=[C:3]([C:1]([NH2:2])=[O:13])[CH:11]=2)[CH:7]=[CH:8]1, predict the reactants needed to synthesize it. (2) Given the product [C:17]([C:8]1[CH:9]=[CH:10][C:11]([C:24]2[N:32]=[C:31]([Cl:33])[CH:30]=[CH:29][C:25]=2[C:26]([NH2:28])=[O:27])=[CH:12][CH:13]=1)(=[O:20])[C:8]1[CH:13]=[CH:12][CH:11]=[CH:10][CH:9]=1, predict the reactants needed to synthesize it. The reactants are: O([C:8]1[CH:13]=[CH:12][C:11](B(O)O)=[CH:10][CH:9]=1)[C:8]1[CH:13]=[CH:12][CH:11]=[CH:10][CH:9]=1.[C:17]([O-:20])([O-])=O.[K+].[K+].Cl[C:24]1[N:32]=[C:31]([Cl:33])[CH:30]=[CH:29][C:25]=1[C:26]([NH2:28])=[O:27].